Dataset: Full USPTO retrosynthesis dataset with 1.9M reactions from patents (1976-2016). Task: Predict the reactants needed to synthesize the given product. (1) The reactants are: [F:1][C:2]1[C:7](I)=[CH:6][CH:5]=[CH:4][N:3]=1.[NH:9]1[CH2:14][CH2:13][O:12][CH2:11][CH2:10]1.C1(P(C2CCCCC2)C2C=CC=CC=2C2C(OC)=CC=CC=2OC)CCCCC1.CC(C)([O-])C.[Na+]. Given the product [F:1][C:2]1[C:7]([N:9]2[CH2:14][CH2:13][O:12][CH2:11][CH2:10]2)=[CH:6][CH:5]=[CH:4][N:3]=1, predict the reactants needed to synthesize it. (2) Given the product [Cl:24][C:25]1[CH:26]=[C:27]([CH2:33][F:22])[C:28]([CH:31]=[CH2:32])=[N:29][CH:30]=1, predict the reactants needed to synthesize it. The reactants are: F.F.F.C(N(CC)CC)C.[B-](F)(F)(F)F.CCN([S+](F)[F:22])CC.[Cl:24][C:25]1[CH:26]=[C:27]([CH2:33]O)[C:28]([CH:31]=[CH2:32])=[N:29][CH:30]=1.